This data is from Forward reaction prediction with 1.9M reactions from USPTO patents (1976-2016). The task is: Predict the product of the given reaction. Given the reactants [NH:1]1[C:5]2[CH:6]=[CH:7][CH:8]=[CH:9][C:4]=2[N:3]=[N:2]1.Br[CH2:11][C:12]([O:14][C:15]([CH3:18])([CH3:17])[CH3:16])=[O:13], predict the reaction product. The product is: [C:15]([O:14][C:12](=[O:13])[CH2:11][N:1]1[C:5]2[CH:6]=[CH:7][CH:8]=[CH:9][C:4]=2[N:3]=[N:2]1)([CH3:18])([CH3:17])[CH3:16].